This data is from Forward reaction prediction with 1.9M reactions from USPTO patents (1976-2016). The task is: Predict the product of the given reaction. (1) The product is: [Br:15][C:6]1[C:7]2[CH:8]=[C:9]([CH2:12][O:13][CH3:14])[O:10][C:11]=2[C:3]([O:2][CH3:1])=[CH:4][CH:5]=1. Given the reactants [CH3:1][O:2][C:3]1[C:11]2[O:10][C:9]([CH2:12][O:13][CH3:14])=[CH:8][C:7]=2[CH:6]=[CH:5][CH:4]=1.[Br:15]N1C(=O)CCC1=O, predict the reaction product. (2) Given the reactants [CH3:1][C:2]1[C:7]([NH2:8])=[CH:6][CH:5]=[C:4]([N:9]2[CH2:13][CH2:12][C@H:11]([N:14]3[CH2:18][CH2:17][CH2:16][C@@H:15]3[CH3:19])[CH2:10]2)[N:3]=1.[CH:20]1([S:26](Cl)(=[O:28])=[O:27])[CH2:25][CH2:24][CH2:23][CH2:22][CH2:21]1, predict the reaction product. The product is: [CH3:1][C:2]1[C:7]([NH:8][S:26]([CH:20]2[CH2:25][CH2:24][CH2:23][CH2:22][CH2:21]2)(=[O:28])=[O:27])=[CH:6][CH:5]=[C:4]([N:9]2[CH2:13][CH2:12][C@H:11]([N:14]3[CH2:18][CH2:17][CH2:16][C@@H:15]3[CH3:19])[CH2:10]2)[N:3]=1. (3) Given the reactants [C:1](Cl)(=[O:3])[CH3:2].[CH:5]1([N:10]2[C:18]3[C:13](=[CH:14][CH:15]=[C:16]([C:19]4[N:23]([CH:24]5[CH2:29][CH2:28][NH:27][CH2:26][CH2:25]5)[N:22]=[CH:21][CH:20]=4)[CH:17]=3)[C:12]([CH2:30][CH3:31])=[N:11]2)[CH2:9][CH2:8][CH2:7][CH2:6]1.C(N(CC)CC)C, predict the reaction product. The product is: [C:1]([N:27]1[CH2:28][CH2:29][CH:24]([N:23]2[C:19]([C:16]3[CH:17]=[C:18]4[C:13]([C:12]([CH2:30][CH3:31])=[N:11][N:10]4[CH:5]4[CH2:9][CH2:8][CH2:7][CH2:6]4)=[CH:14][CH:15]=3)=[CH:20][CH:21]=[N:22]2)[CH2:25][CH2:26]1)(=[O:3])[CH3:2]. (4) Given the reactants [Cl:1][C:2]1[CH:7]=[C:6]2[NH:8][C:9](=[O:41])[C:10]3([CH:15]([C:16]4[CH:21]=[C:20]([Cl:22])[CH:19]=[CH:18][C:17]=4[O:23][C:24]([C:27]([O:29]C)=[O:28])([CH3:26])[CH3:25])[CH2:14][C:13](=[O:31])[NH:12][CH:11]3[C:32]3[C:37]([CH3:38])=[CH:36][CH:35]=[C:34]([F:39])[C:33]=3[F:40])[C:5]2=[CH:4][CH:3]=1.[OH-].[Na+].O.Cl, predict the reaction product. The product is: [Cl:1][C:2]1[CH:7]=[C:6]2[NH:8][C:9](=[O:41])[C:10]3([CH:15]([C:16]4[CH:21]=[C:20]([Cl:22])[CH:19]=[CH:18][C:17]=4[O:23][C:24]([C:27]([OH:29])=[O:28])([CH3:25])[CH3:26])[CH2:14][C:13](=[O:31])[NH:12][CH:11]3[C:32]3[C:37]([CH3:38])=[CH:36][CH:35]=[C:34]([F:39])[C:33]=3[F:40])[C:5]2=[CH:4][CH:3]=1. (5) The product is: [Cl:1][C:2]1[CH:7]=[CH:6][C:5]([C:8]2[CH:13]=[CH:12][C:11]([NH:14][C:15]([NH:17][C:18]3[CH:19]=[CH:20][C:21]([O:24][C:25]4[CH:30]=[CH:29][N:28]=[C:27]([NH:31][CH2:32][CH2:33][CH2:34][CH2:35][N:36]([CH3:38])[CH3:37])[N:26]=4)=[CH:22][CH:23]=3)=[O:16])=[CH:10][C:9]=2[C:40]([F:42])([F:41])[F:43])=[CH:4][CH:3]=1. Given the reactants [Cl:1][C:2]1[CH:7]=[CH:6][C:5]([C:8]2[CH:13]=[CH:12][C:11]([NH:14][C:15]([NH:17][C:18]3[CH:23]=[CH:22][C:21]([O:24][C:25]4[CH:30]=[CH:29][N:28]=[C:27]([NH:31][CH2:32][CH2:33][CH2:34][CH2:35][N:36]([CH3:38])[CH3:37])[N:26]=4)=[CH:20][C:19]=3C)=[O:16])=[CH:10][C:9]=2[C:40]([F:43])([F:42])[F:41])=[CH:4][CH:3]=1.NC1C=CC(OC2C=CN=C(NCCCCN(C)C)N=2)=CC=1, predict the reaction product. (6) Given the reactants [CH:1]1[C:6]2[NH:7][C:8]3[C:9](=[CH:10][CH:11]=[C:12]4[C:20]=3[NH:19][C:18]3[C:13]4=[CH:14][CH:15]=[CH:16][CH:17]=3)[C:5]=2[CH:4]=[CH:3][CH:2]=1.[H-].[Na+].[I:23][C:24]1[CH:29]=[CH:28][CH:27]=[CH:26][C:25]=1[S:30](Cl)(=[O:32])=[O:31], predict the reaction product. The product is: [I:23][C:24]1[CH:29]=[CH:28][CH:27]=[CH:26][C:25]=1[S:30]([N:7]1[C:8]2[C:9](=[CH:10][CH:11]=[C:12]3[C:13]4[C:18](=[CH:17][CH:16]=[CH:15][CH:14]=4)[NH:19][C:20]3=2)[C:5]2[C:6]1=[CH:1][CH:2]=[CH:3][CH:4]=2)(=[O:32])=[O:31].